Dataset: Reaction yield outcomes from USPTO patents with 853,638 reactions. Task: Predict the reaction yield, written as a fraction of the theoretical maximum amount of product (1.0 means a 100% yield; for example, 0.34 means a 34% yield). (1) The reactants are [Al+3].[Cl-].[Cl-].[Cl-].[C:5]1([NH:11][C:12](=[O:17])[CH:13]=[C:14]([CH3:16])[CH3:15])[CH:10]=[CH:9][CH:8]=[CH:7][CH:6]=1. The catalyst is C1C=CC=CC=1. The product is [CH3:16][C:14]1([CH3:15])[C:10]2[C:5](=[CH:6][CH:7]=[CH:8][CH:9]=2)[NH:11][C:12](=[O:17])[CH2:13]1. The yield is 0.860. (2) The reactants are N1([C:7]([C:9]2[N:14]=[CH:13][C:12]([N:15]3[CH2:20][CH2:19][O:18][CH2:17][CH2:16]3)=[CH:11][CH:10]=2)=[O:8])CCCCC1.Cl.[OH-:22].[K+]. No catalyst specified. The product is [O:18]1[CH2:19][CH2:20][N:15]([C:12]2[CH:11]=[CH:10][C:9]([C:7]([OH:8])=[O:22])=[N:14][CH:13]=2)[CH2:16][CH2:17]1. The yield is 0.710. (3) The reactants are [CH3:1][O:2][C:3]1[C:11]2[O:10][C:9]([CH3:13])([CH3:12])[CH2:8][C:7]=2[CH:6]=[C:5]([CH:14]=O)[CH:4]=1.[N+:16]([CH2:19][CH3:20])([O-:18])=[O:17].N1CCCCC1.C(O)(=O)C. The catalyst is C1(C)C=CC=CC=1.O. The product is [CH3:1][O:2][C:3]1[C:11]2[O:10][C:9]([CH3:12])([CH3:13])[CH2:8][C:7]=2[CH:6]=[C:5]([CH:14]=[C:19]([N+:16]([O-:18])=[O:17])[CH3:20])[CH:4]=1. The yield is 0.820. (4) The reactants are Br[C:2]1[CH:3]=[N:4][C:5]2[C:10]([CH:11]=1)=[CH:9][CH:8]=[CH:7][CH:6]=2.[CH2:12]([OH:15])[C:13]#[CH:14].C(N(CC)CC)C. The catalyst is C([O-])(O)=O.[Na+].[Cu]I. The product is [N:4]1[C:5]2[C:10](=[CH:9][CH:8]=[CH:7][CH:6]=2)[CH:11]=[C:2]([C:14]#[C:13][CH2:12][OH:15])[CH:3]=1. The yield is 0.883. (5) The reactants are [CH2:1]([O:8][C:9]1[CH:14]=[CH:13][C:12]([NH:15][C:16]2[C:25]3[C:20](=[CH:21][CH:22]=[C:23]([C:26]4[O:27][C:28]([CH:31]5OCC[O:32]5)=[CH:29][CH:30]=4)[CH:24]=3)[N:19]=[CH:18][N:17]=2)=[CH:11][C:10]=1[C:36]([F:39])([F:38])[F:37])[C:2]1[CH:7]=[CH:6][CH:5]=[CH:4][CH:3]=1.Cl.O. The catalyst is C1COCC1. The product is [CH2:1]([O:8][C:9]1[CH:14]=[CH:13][C:12]([NH:15][C:16]2[C:25]3[C:20](=[CH:21][CH:22]=[C:23]([C:26]4[O:27][C:28]([CH:31]=[O:32])=[CH:29][CH:30]=4)[CH:24]=3)[N:19]=[CH:18][N:17]=2)=[CH:11][C:10]=1[C:36]([F:39])([F:37])[F:38])[C:2]1[CH:7]=[CH:6][CH:5]=[CH:4][CH:3]=1. The yield is 0.840. (6) The reactants are Br[CH2:2][C:3]1[C:12]([Cl:13])=[N:11][CH:10]=[CH:9][C:4]=1[C:5]([O:7]C)=O.Cl.[Cl:15][C:16]1[CH:17]=[C:18]([CH:28]([NH2:30])[CH3:29])[CH:19]=[N:20][C:21]=1[O:22][CH2:23][C:24]([F:27])([F:26])[F:25]. No catalyst specified. The product is [Cl:13][C:12]1[C:3]2[CH2:2][N:30]([CH:28]([C:18]3[CH:19]=[N:20][C:21]([O:22][CH2:23][C:24]([F:26])([F:27])[F:25])=[C:16]([Cl:15])[CH:17]=3)[CH3:29])[C:5](=[O:7])[C:4]=2[CH:9]=[CH:10][N:11]=1. The yield is 0.630. (7) The reactants are C(Cl)(=O)C(Cl)=O.CS(C)=O.[NH2:11][N:12]1[C:17]2[C:18]([CH2:29]O)=[CH:19][CH:20]=[C:21]([C:22]3[C:23]([CH3:28])=[N:24][O:25][C:26]=3[CH3:27])[C:16]=2[O:15][CH2:14][CH:13]1[C:31]1[CH:36]=[CH:35][CH:34]=[CH:33][CH:32]=1.C(N(CC)CC)C. The catalyst is C(Cl)Cl. The product is [CH3:28][C:23]1[C:22]([C:21]2[C:16]3[O:15][CH2:14][CH:13]([C:31]4[CH:36]=[CH:35][CH:34]=[CH:33][CH:32]=4)[N:12]4[C:17]=3[C:18]([CH:29]=[N:11]4)=[CH:19][CH:20]=2)=[C:26]([CH3:27])[O:25][N:24]=1. The yield is 0.320.